Dataset: Catalyst prediction with 721,799 reactions and 888 catalyst types from USPTO. Task: Predict which catalyst facilitates the given reaction. (1) Reactant: [Cl:1][C:2]1[N:7]=[CH:6][C:5]2[CH:8]=[C:9]([C:11]([OH:13])=O)[NH:10][C:4]=2[CH:3]=1.CCN=C=NCCCN(C)C.C1C=C2N=NN(O)C2=CC=1.O.[NH2:36][CH:37]1[CH2:46][C:45]2[C:40](=[CH:41][C:42]([Cl:47])=[CH:43][CH:44]=2)[NH:39][C:38]1=[O:48].CCN(C(C)C)C(C)C. Product: [Cl:47][C:42]1[CH:41]=[C:40]2[C:45]([CH2:46][CH:37]([NH:36][C:11]([C:9]3[NH:10][C:4]4[CH:3]=[C:2]([Cl:1])[N:7]=[CH:6][C:5]=4[CH:8]=3)=[O:13])[C:38](=[O:48])[NH:39]2)=[CH:44][CH:43]=1. The catalyst class is: 3. (2) Reactant: [C:1]([N:9]1[C:14](=[O:15])[C:13]([CH3:16])=[CH:12][N:11]([C@H:17]2[CH2:21][CH2:20][C@H:19]([O:22][Si](C(C)(C)C)(C3C=CC=CC=3)C3C=CC=CC=3)[C@H:18]2[CH2:40][O:41]C(C2C=CC=CC=2)(C2C=CC=CC=2)C2C=CC=CC=2)[C:10]1=[O:61])(=[O:8])[C:2]1[CH:7]=[CH:6][CH:5]=[CH:4][CH:3]=1. Product: [C:1]([N:9]1[C:14](=[O:15])[C:13]([CH3:16])=[CH:12][N:11]([C@H:17]2[CH2:21][CH2:20][C@H:19]([OH:22])[C@H:18]2[CH2:40][OH:41])[C:10]1=[O:61])(=[O:8])[C:2]1[CH:7]=[CH:6][CH:5]=[CH:4][CH:3]=1. The catalyst class is: 484. (3) The catalyst class is: 2. Product: [CH3:9][C:2]1([CH3:1])[O:6][CH:5]([CH2:7][S:23]([C:20]2[CH:21]=[CH:22][C:17]([CH3:27])=[CH:18][CH:19]=2)(=[O:25])=[O:24])[CH2:4][O:3]1. Reactant: [CH3:1][C:2]1([CH3:9])[O:6][CH:5]([CH2:7]O)[CH2:4][O:3]1.CCN(CC)CC.[C:17]1([CH3:27])[CH:22]=[CH:21][C:20]([S:23](Cl)(=[O:25])=[O:24])=[CH:19][CH:18]=1.